This data is from Catalyst prediction with 721,799 reactions and 888 catalyst types from USPTO. The task is: Predict which catalyst facilitates the given reaction. (1) Reactant: O[CH2:2][C:3]1[C:8]([CH3:9])=[C:7]([O:10][CH2:11][CH2:12][CH2:13][O:14][CH3:15])[CH:6]=[CH:5][N:4]=1.S(Cl)([Cl:18])=O. Product: [Cl:18][CH2:2][C:3]1[C:8]([CH3:9])=[C:7]([O:10][CH2:11][CH2:12][CH2:13][O:14][CH3:15])[CH:6]=[CH:5][N:4]=1. The catalyst class is: 11. (2) Reactant: [OH-].[Na+].[CH2:3]([O:10][C:11]1[C:12]2[N:13]=[CH:14][N:15]([C:31]=2[N:32]=[C:33]([NH:35]C(=O)COC2C=CC=CC=2)[N:34]=1)[C@@H:16]1[O:30][C@H:27]([CH2:28][OH:29])[C@@H:18]([O:19][Si:20]([C:23]([CH3:26])([CH3:25])[CH3:24])([CH3:22])[CH3:21])[CH2:17]1)[C:4]1[CH:9]=[CH:8][CH:7]=[CH:6][CH:5]=1.O.Cl. Product: [CH2:3]([O:10][C:11]1[C:12]2[N:13]=[CH:14][N:15]([C:31]=2[N:32]=[C:33]([NH2:35])[N:34]=1)[C@@H:16]1[O:30][C@H:27]([CH2:28][OH:29])[C@@H:18]([O:19][Si:20]([C:23]([CH3:24])([CH3:26])[CH3:25])([CH3:22])[CH3:21])[CH2:17]1)[C:4]1[CH:5]=[CH:6][CH:7]=[CH:8][CH:9]=1. The catalyst class is: 23. (3) Reactant: [Cl:1][C:2]1[CH:3]=[C:4]([C:9]2([C:22]([F:25])([F:24])[F:23])[O:13][N:12]=[C:11]([C:14]3[CH:15]=[CH:16][C:17]([CH3:21])=[C:18]([CH:20]=3)[NH2:19])[CH2:10]2)[CH:5]=[C:6]([Cl:8])[CH:7]=1.[C:26](O)(=[O:30])[CH2:27][CH2:28][CH3:29].Cl.C(N(CC)CCCN=C=NCC)C.C(=O)([O-])O.[Na+]. Product: [Cl:1][C:2]1[CH:3]=[C:4]([C:9]2([C:22]([F:23])([F:25])[F:24])[O:13][N:12]=[C:11]([C:14]3[CH:15]=[CH:16][C:17]([CH3:21])=[C:18]([NH:19][C:26](=[O:30])[CH2:27][CH2:28][CH3:29])[CH:20]=3)[CH2:10]2)[CH:5]=[C:6]([Cl:8])[CH:7]=1. The catalyst class is: 9. (4) Reactant: [CH2:1]([O:3][C:4]([N:6]1[C:15]2[C:10](=[N:11][C:12]([OH:16])=[CH:13][CH:14]=2)[C@@H:9]([NH:17][CH:18]([C:33]2[N:38]=[CH:37][C:36]([N:39]3[CH2:44][CH2:43][N:42]([C:45](=[O:47])[CH3:46])[CH2:41][CH2:40]3)=[CH:35][N:34]=2)[C:19]2[CH:24]=[C:23]([C:25]([F:28])([F:27])[F:26])[CH:22]=[C:21]([C:29]([F:32])([F:31])[F:30])[CH:20]=2)[CH2:8][C@H:7]1[CH2:48][CH3:49])=[O:5])[CH3:2].N1C=CC=CC=1.[F:56][C:57]([F:70])([F:69])[S:58](O[S:58]([C:57]([F:70])([F:69])[F:56])(=[O:60])=[O:59])(=[O:60])=[O:59].C(O)(=O)CC(CC(O)=O)(C(O)=O)O. Product: [CH2:1]([O:3][C:4]([N:6]1[C:15]2[C:10](=[N:11][C:12]([O:16][S:58]([C:57]([F:70])([F:69])[F:56])(=[O:60])=[O:59])=[CH:13][CH:14]=2)[C@@H:9]([NH:17][CH:18]([C:33]2[N:38]=[CH:37][C:36]([N:39]3[CH2:40][CH2:41][N:42]([C:45](=[O:47])[CH3:46])[CH2:43][CH2:44]3)=[CH:35][N:34]=2)[C:19]2[CH:20]=[C:21]([C:29]([F:30])([F:31])[F:32])[CH:22]=[C:23]([C:25]([F:27])([F:26])[F:28])[CH:24]=2)[CH2:8][C@H:7]1[CH2:48][CH3:49])=[O:5])[CH3:2]. The catalyst class is: 2. (5) Reactant: Cl.[NH2:2][OH:3].[OH-].[Na+].C(O)C.C(O[C:12]([C:18]1[CH:23]=[CH:22][CH:21]=[CH:20][CH:19]=1)=[C:13]([C:16]#[N:17])[C:14]#[N:15])C. Product: [NH2:15][C:14]1[O:3][N:2]=[C:12]([C:18]2[CH:23]=[CH:22][CH:21]=[CH:20][CH:19]=2)[C:13]=1[C:16]#[N:17]. The catalyst class is: 6. (6) Reactant: [F:1][C:2]([F:18])([F:17])[C:3]1[CH:8]=[CH:7][C:6]([C:9]2[CH:14]=[CH:13][C:12]([CH2:15][NH2:16])=[CH:11][CH:10]=2)=[CH:5][CH:4]=1.[F:19][C:20]1[CH:25]=[CH:24][C:23]([S:26]([N:29]([CH2:31][C:32](O)=[O:33])[CH3:30])(=[O:28])=[O:27])=[CH:22][CH:21]=1.CN(C(ON1N=NC2C=CC=NC1=2)=[N+](C)C)C.F[P-](F)(F)(F)(F)F.C(N(CC)C(C)C)(C)C.OS([O-])(=O)=O.[K+]. Product: [F:19][C:20]1[CH:21]=[CH:22][C:23]([S:26]([N:29]([CH3:30])[CH2:31][C:32]([NH:16][CH2:15][C:12]2[CH:13]=[CH:14][C:9]([C:6]3[CH:5]=[CH:4][C:3]([C:2]([F:17])([F:18])[F:1])=[CH:8][CH:7]=3)=[CH:10][CH:11]=2)=[O:33])(=[O:27])=[O:28])=[CH:24][CH:25]=1. The catalyst class is: 2. (7) Reactant: Br[C:2]1[S:3][CH:4]=[CH:5][CH:6]=1.[F:7][C:8]1[CH:13]=[CH:12][C:11](B(O)O)=[CH:10][CH:9]=1.C([O-])([O-])=O.[Na+].[Na+].C(Cl)Cl. Product: [F:7][C:8]1[CH:13]=[CH:12][C:11]([C:2]2[S:3][CH:4]=[CH:5][CH:6]=2)=[CH:10][CH:9]=1. The catalyst class is: 104. (8) Reactant: [N:1]([C:4]1[C:12]([C:13]([F:16])([F:15])[F:14])=[CH:11][CH:10]=[CH:9][C:5]=1[C:6]([OH:8])=O)=[N+:2]=[N-:3].[NH2:17][C:18]1[CH:23]=[CH:22][CH:21]=[CH:20][CH:19]=1.C([O-])(O)=O.[Na+]. Product: [N:1]([C:4]1[C:12]([C:13]([F:16])([F:15])[F:14])=[CH:11][CH:10]=[CH:9][C:5]=1[C:6]([NH:17][C:18]1[CH:23]=[CH:22][CH:21]=[CH:20][CH:19]=1)=[O:8])=[N+:2]=[N-:3]. The catalyst class is: 820. (9) Reactant: [H-].[Na+].[CH3:3][O:4][CH2:5]Cl.[CH3:7][O:8][CH2:9][N:10]1[C:15](=[O:16])[N:14]2[CH:17]=[N:18][C:19]([C:20]([NH2:22])=[O:21])=[C:13]2[N:12]=[N:11]1. Product: [CH3:3][O:4][CH2:5][NH:22][C:20]([C:19]1[N:18]=[CH:17][N:14]2[C:15](=[O:16])[N:10]([CH2:9][O:8][CH3:7])[N:11]=[N:12][C:13]=12)=[O:21]. The catalyst class is: 3. (10) Reactant: [N:1]1[C:6]2[NH:7][C:8]3[CH:16]=[CH:15][N:14]=[CH:13][C:9]=3[CH2:10][C:11](=[O:12])[C:5]=2[CH:4]=[CH:3][CH:2]=1.CO[CH:19](OC)[N:20]([CH3:22])[CH3:21]. Product: [CH3:19][N:20]([CH:22]=[C:10]1[C:9]2[CH:13]=[N:14][CH:15]=[CH:16][C:8]=2[NH:7][C:6]2[N:1]=[CH:2][CH:3]=[CH:4][C:5]=2[C:11]1=[O:12])[CH3:21]. The catalyst class is: 1.